From a dataset of Catalyst prediction with 721,799 reactions and 888 catalyst types from USPTO. Predict which catalyst facilitates the given reaction. (1) Reactant: Cl.CN(C)CCCN=C=NCC.[Br:13][C:14]1[CH:19]=[CH:18][C:17]([N:20]2[CH2:25][CH2:24][CH2:23][C@H:22]([NH:26][C:27](=[O:32])[CH2:28][C:29]([OH:31])=O)[CH2:21]2)=[C:16]([F:33])[CH:15]=1.[NH2:34][C@@H:35]1[CH2:40][CH2:39][C@H:38]([OH:41])[CH2:37][CH2:36]1.ON1C2C=CC=CC=2N=N1.C(N(CC)CC)C. Product: [Br:13][C:14]1[CH:19]=[CH:18][C:17]([N:20]2[CH2:25][CH2:24][CH2:23][C@H:22]([NH:26][C:27](=[O:32])[CH2:28][C:29]([NH:34][C@H:35]3[CH2:40][CH2:39][C@@H:38]([OH:41])[CH2:37][CH2:36]3)=[O:31])[CH2:21]2)=[C:16]([F:33])[CH:15]=1. The catalyst class is: 2. (2) Reactant: [OH:1][N:2]([CH2:29][CH3:30])[C:3](=[NH:28])/[C:4](=[N:11]\[O:12][CH2:13][C:14]1[N:19]=[C:18]([NH:20][C:21](=[O:27])[O:22][C:23]([CH3:26])([CH3:25])[CH3:24])[CH:17]=[CH:16][CH:15]=1)/[C:5]1[CH:10]=[CH:9][CH:8]=[CH:7][CH:6]=1.[C:31](N1C=CN=C1)(N1C=CN=C1)=[O:32]. Product: [CH2:29]([N:2]1[C:3](/[C:4](=[N:11]\[O:12][CH2:13][C:14]2[N:19]=[C:18]([NH:20][C:21](=[O:27])[O:22][C:23]([CH3:25])([CH3:26])[CH3:24])[CH:17]=[CH:16][CH:15]=2)/[C:5]2[CH:10]=[CH:9][CH:8]=[CH:7][CH:6]=2)=[N:28][C:31](=[O:32])[O:1]1)[CH3:30]. The catalyst class is: 10. (3) Reactant: FC(F)(F)S(O[C:7]1[C@@:11]2([CH3:28])[CH2:12][CH2:13][C@H:14]3[C@H:23]([C@@H:10]2[CH2:9][CH:8]=1)[CH2:22][CH:21]=[C:20]1[C@:15]3([CH3:27])[CH2:16][CH2:17][C:18](=[O:26])[N:19]1[CH2:24][CH3:25])(=O)=O.[N:31]1[CH:36]=[CH:35][C:34](B(O)O)=[CH:33][CH:32]=1.O. Product: [CH2:24]([N:19]1[C:20]2[C@@:15]([CH3:27])([C@H:14]3[CH2:13][CH2:12][C@@:11]4([CH3:28])[C@@H:10]([CH2:9][CH:8]=[C:7]4[C:34]4[CH:35]=[CH:36][N:31]=[CH:32][CH:33]=4)[C@@H:23]3[CH2:22][CH:21]=2)[CH2:16][CH2:17][C:18]1=[O:26])[CH3:25]. The catalyst class is: 12. (4) Reactant: [F:1][C:2]1[CH:3]=[C:4]([CH2:9][CH:10]([NH:14][C:15](=[O:21])[O:16][C:17]([CH3:20])([CH3:19])[CH3:18])[CH:11]2[CH2:13][O:12]2)[CH:5]=[C:6]([F:8])[CH:7]=1.[N:22]1([C:27]2[CH:28]=[C:29]([C:33]3([NH2:38])[CH2:35][CH:34]3[CH2:36][CH3:37])[CH:30]=[CH:31][CH:32]=2)[CH:26]=[CH:25][CH:24]=[N:23]1.C(N(CC)C(C)C)(C)C.C(NC(=O)[O-])C. Product: [N:22]1([C:27]2[CH:28]=[C:29]([C:33]3([NH:38][CH2:13][CH:11]([OH:12])[CH:10]([NH:14][C:15](=[O:21])[O:16][C:17]([CH3:20])([CH3:19])[CH3:18])[CH2:9][C:4]4[CH:3]=[C:2]([F:1])[CH:7]=[C:6]([F:8])[CH:5]=4)[CH2:35][CH:34]3[CH2:36][CH3:37])[CH:30]=[CH:31][CH:32]=2)[CH:26]=[CH:25][CH:24]=[N:23]1. The catalyst class is: 32. (5) Reactant: [Cl:1][C:2]1[CH:3]=[C:4]([NH:8][C:9]2[C:18]3[C:13](=[CH:14][N:15]=[CH:16][CH:17]=3)[C:12]3=[CH:19][CH:20]=[CH:21][C:22]([C:23](OC)=[O:24])=[C:11]3[N:10]=2)[CH:5]=[CH:6][CH:7]=1.O.[NH2:28][NH2:29]. Product: [Cl:1][C:2]1[CH:3]=[C:4]([NH:8][C:9]2[C:18]3[C:13](=[CH:14][N:15]=[CH:16][CH:17]=3)[C:12]3=[CH:19][CH:20]=[CH:21][C:22]([C:23]([NH:28][NH2:29])=[O:24])=[C:11]3[N:10]=2)[CH:5]=[CH:6][CH:7]=1. The catalyst class is: 121.